This data is from Reaction yield outcomes from USPTO patents with 853,638 reactions. The task is: Predict the reaction yield, written as a fraction of the theoretical maximum amount of product (1.0 means a 100% yield; for example, 0.34 means a 34% yield). (1) The reactants are [C:1]([C@@H:4]1[CH2:8][CH2:7][CH2:6][N:5]1[C:9]1[N:14]=[C:13](Cl)[N:12]=[C:11]([C:16]([NH2:18])=[O:17])[CH:10]=1)(=[O:3])[NH2:2].[Cl:19][C:20]1[CH:41]=[CH:40][C:23]([O:24][C:25]2[CH:30]=[CH:29][C:28](B3OC(C)(C)C(C)(C)O3)=[CH:27][CH:26]=2)=[C:22]([F:42])[CH:21]=1.C([O-])([O-])=O.[Na+].[Na+]. The catalyst is O1CCOCC1.C1C=CC(P(C2C=CC=CC=2)[C-]2C=CC=C2)=CC=1.C1C=CC(P(C2C=CC=CC=2)[C-]2C=CC=C2)=CC=1.Cl[Pd]Cl.[Fe+2]. The product is [C:1]([C@@H:4]1[CH2:8][CH2:7][CH2:6][N:5]1[C:9]1[N:14]=[C:13]([C:28]2[CH:27]=[CH:26][C:25]([O:24][C:23]3[CH:40]=[CH:41][C:20]([Cl:19])=[CH:21][C:22]=3[F:42])=[CH:30][CH:29]=2)[N:12]=[C:11]([C:16]([NH2:18])=[O:17])[CH:10]=1)(=[O:3])[NH2:2]. The yield is 0.330. (2) The reactants are C(O)C.O.[CH3:5][C:6]1[CH:7]=[C:8]([CH:11]=[CH:12][C:13]=1[N+:14]([O-])=O)[C:9]#[N:10]. The catalyst is C(O)(=O)C. The product is [NH2:14][C:13]1[CH:12]=[CH:11][C:8]([C:9]#[N:10])=[CH:7][C:6]=1[CH3:5]. The yield is 0.930. (3) The reactants are [C:1]([C:3]1[CH:4]=[CH:5][C:6]2[N:10]=[C:9]([NH:11][C:12](=[O:24])[C@H:13]([N:15](C)[C:16](=O)OC(C)(C)C)[CH3:14])[N:8]([CH:25]3[CH2:28][CH2:27][CH2:26]3)[C:7]=2[CH:29]=1)#[N:2].[ClH:30]. The catalyst is CO. The product is [ClH:30].[C:1]([C:3]1[CH:4]=[CH:5][C:6]2[N:10]=[C:9]([NH:11][C:12](=[O:24])[C@H:13]([NH:15][CH3:16])[CH3:14])[N:8]([CH:25]3[CH2:26][CH2:27][CH2:28]3)[C:7]=2[CH:29]=1)#[N:2]. The yield is 0.990. (4) The reactants are Cl[C:2]1[N:7]=[C:6]([NH:8][C:9]2[CH:14]=[CH:13][C:12]([N:15]3[CH2:20][CH2:19][O:18][CH2:17][CH2:16]3)=[CH:11][CH:10]=2)[CH:5]=[N:4][CH:3]=1.[NH:21]1[CH:25]=[CH:24][N:23]=[CH:22]1. No catalyst specified. The product is [N:21]1([C:2]2[N:7]=[C:6]([NH:8][C:9]3[CH:14]=[CH:13][C:12]([N:15]4[CH2:20][CH2:19][O:18][CH2:17][CH2:16]4)=[CH:11][CH:10]=3)[CH:5]=[N:4][CH:3]=2)[CH:25]=[CH:24][N:23]=[CH:22]1. The yield is 0.340. (5) The reactants are [C:1]([C:3]1[N:4]=[C:5]2[C:18](=[N:19][OH:20])[C:17]3[CH:16]=[CH:15][CH:14]=[CH:13][C:12]=3[C:6]2=[N:7][C:8]=1[C:9]([NH2:11])=[O:10])#[N:2].[C:21](Cl)(=[O:23])[CH3:22].O. The catalyst is N1C=CC=CC=1. The product is [C:1]([C:3]1[N:4]=[C:5]2[C:18](=[N:19][O:20][C:21](=[O:23])[CH3:22])[C:17]3[CH:16]=[CH:15][CH:14]=[CH:13][C:12]=3[C:6]2=[N:7][C:8]=1[C:9]([NH2:11])=[O:10])#[N:2]. The yield is 0.210. (6) The reactants are [CH3:1][C:2]1[CH:6]=[C:5]([CH3:7])[NH:4][C:3]=1/[CH:8]=[C:9]1\[C:10](=[O:25])[N:11]([C:18](N2C=CN=C2)=[O:19])[C:12]2[C:17]\1=[CH:16][CH:15]=[CH:14][CH:13]=2.[C:26]([OH:36])(=[O:35])[CH:27]=[CH:28][C:29]1[CH:34]=[CH:33][CH:32]=[CH:31][CH:30]=1.C1C[O:40]CC1. The catalyst is C(N(CC)CC)C. The product is [C:26](/[CH:27]=[CH:28]/[C:29]1[CH:30]=[CH:31][C:32]([O:40][C:18]([N:11]2[C:12]3[C:17](=[CH:16][CH:15]=[CH:14][CH:13]=3)/[C:9](=[CH:8]/[C:3]3[NH:4][C:5]([CH3:7])=[CH:6][C:2]=3[CH3:1])/[C:10]2=[O:25])=[O:19])=[CH:33][CH:34]=1)([OH:36])=[O:35]. The yield is 0.160. (7) The reactants are [Cl:1][C:2]1[C:3]([N:19]=[C:20]([C:27]2[CH:32]=[CH:31][CH:30]=[CH:29][CH:28]=2)[C:21]2[CH:26]=[CH:25][CH:24]=[CH:23][CH:22]=2)=[N:4][CH:5]=[CH:6][C:7]=1[O:8][C:9]1[CH:14]=[CH:13][C:12]([N+:15]([O-])=O)=[CH:11][C:10]=1[F:18].N#N.[H][H].[H][H]. The catalyst is [Ni]. The product is [NH2:15][C:12]1[CH:13]=[CH:14][C:9]([O:8][C:7]2[CH:6]=[CH:5][N:4]=[C:3]([N:19]=[C:20]([C:21]3[CH:26]=[CH:25][CH:24]=[CH:23][CH:22]=3)[C:27]3[CH:32]=[CH:31][CH:30]=[CH:29][CH:28]=3)[C:2]=2[Cl:1])=[C:10]([F:18])[CH:11]=1. The yield is 0.950. (8) No catalyst specified. The reactants are [OH:1][CH:2]1[CH2:7][CH2:6][N:5]([C:8]([O:10][CH:11]([CH3:13])[CH3:12])=[O:9])[CH2:4][CH2:3]1.Cl[C:15]1[N:20]=[CH:19][N:18]=[C:17]([N:21]2[C:29]3[C:24](=[CH:25][C:26]([S:30]([CH3:33])(=[O:32])=[O:31])=[CH:27][CH:28]=3)[CH2:23][CH2:22]2)[CH:16]=1. The yield is 0.600. The product is [CH3:33][S:30]([C:26]1[CH:25]=[C:24]2[C:29](=[CH:28][CH:27]=1)[N:21]([C:17]1[N:18]=[CH:19][N:20]=[C:15]([O:1][CH:2]3[CH2:3][CH2:4][N:5]([C:8]([O:10][CH:11]([CH3:13])[CH3:12])=[O:9])[CH2:6][CH2:7]3)[CH:16]=1)[CH2:22][CH2:23]2)(=[O:32])=[O:31]. (9) The reactants are [CH3:1][Si](C=[N+]=[N-])(C)C.[C:8]([O:12][C:13]([N:15]1[CH2:20][CH:19]=[C:18]([C:21]2[N:26]=[CH:25][C:24]([C:27]([OH:29])=[O:28])=[CH:23][N:22]=2)[CH2:17][CH2:16]1)=[O:14])([CH3:11])([CH3:10])[CH3:9]. The catalyst is C1(C)C=CC=CC=1.CO. The product is [C:8]([O:12][C:13]([N:15]1[CH2:16][CH:17]=[C:18]([C:21]2[N:26]=[CH:25][C:24]([C:27]([O:29][CH3:1])=[O:28])=[CH:23][N:22]=2)[CH2:19][CH2:20]1)=[O:14])([CH3:11])([CH3:9])[CH3:10]. The yield is 0.880.